Predict which catalyst facilitates the given reaction. From a dataset of Catalyst prediction with 721,799 reactions and 888 catalyst types from USPTO. Reactant: [Cl:1][C:2]1[CH:7]=[CH:6][C:5]([O:8][CH3:9])=[C:4]([C:10](Cl)([CH3:15])[C:11]([F:14])([F:13])[F:12])[CH:3]=1.[CH3:17][Al](C)C. Product: [Cl:1][C:2]1[CH:7]=[CH:6][C:5]([O:8][CH3:9])=[C:4]([C:10]([CH3:15])([CH3:17])[C:11]([F:14])([F:13])[F:12])[CH:3]=1. The catalyst class is: 4.